The task is: Predict the product of the given reaction.. This data is from Forward reaction prediction with 1.9M reactions from USPTO patents (1976-2016). (1) Given the reactants [C:1]1([P:7]([C:14]2[CH:19]=[CH:18][CH:17]=[CH:16][CH:15]=2)[C:8]2[CH:13]=[CH:12][CH:11]=[CH:10][CH:9]=2)[CH:6]=[CH:5][CH:4]=[CH:3][CH:2]=1.[Br:20][CH2:21][C:22]1[CH:23]=[C:24]([O:32][CH3:33])[C:25]([O:30][CH3:31])=[C:26]([O:28][CH3:29])[CH:27]=1, predict the reaction product. The product is: [Br-:20].[CH3:33][O:32][C:24]1[CH:23]=[C:22]([CH:27]=[C:26]([O:28][CH3:29])[C:25]=1[O:30][CH3:31])[CH2:21][P+:7]([C:1]1[CH:2]=[CH:3][CH:4]=[CH:5][CH:6]=1)([C:8]1[CH:13]=[CH:12][CH:11]=[CH:10][CH:9]=1)[C:14]1[CH:15]=[CH:16][CH:17]=[CH:18][CH:19]=1. (2) The product is: [C:26]([C:8]1[CH:9]=[C:10]2[C:5](=[CH:6][CH:7]=1)[N:4]([CH2:15][CH2:16][CH2:17][CH2:18][CH2:19][C:20]([O:22][CH2:23][CH3:24])=[O:21])[CH:3]=[CH:11]2)#[N:27]. Given the reactants C([C:3]1[NH:4][C:5]2[C:10]([CH:11]=1)=[CH:9][CH:8]=[CH:7][CH:6]=2)#N.[H-].[Na+].Br[CH2:15][CH2:16][CH2:17][CH2:18][CH2:19][C:20]([O:22][CH2:23][CH3:24])=[O:21].O.[CH3:26][N:27](C)C=O, predict the reaction product. (3) Given the reactants [CH2:1]1[O:10][C:4]2([CH2:9][CH2:8][NH:7][CH2:6][CH2:5]2)[O:3][CH2:2]1.Cl[CH2:12][C:13]1[CH:18]=[CH:17][N:16]=[C:15]([C:19]2[CH:24]=[C:23]([O:25][CH3:26])[C:22]([O:27][CH3:28])=[C:21]([O:29][CH3:30])[CH:20]=2)[CH:14]=1, predict the reaction product. The product is: [CH2:1]1[O:10][C:4]2([CH2:9][CH2:8][N:7]([CH2:12][C:13]3[CH:18]=[CH:17][N:16]=[C:15]([C:19]4[CH:24]=[C:23]([O:25][CH3:26])[C:22]([O:27][CH3:28])=[C:21]([O:29][CH3:30])[CH:20]=4)[CH:14]=3)[CH2:6][CH2:5]2)[O:3][CH2:2]1. (4) The product is: [F:20][C:21]1[CH:22]=[C:23]([S:31]([N:9]2[CH2:10][CH2:11][C:6]3([C:2](=[O:12])[NH:3][CH2:4][CH2:5]3)[CH2:7][CH2:8]2)(=[O:32])=[O:33])[CH:24]=[C:25]([C:27]([F:29])([F:28])[F:30])[CH:26]=1. Given the reactants Cl.[C:2]1(=[O:12])[C:6]2([CH2:11][CH2:10][NH:9][CH2:8][CH2:7]2)[CH2:5][CH2:4][NH:3]1.C(N(CC)CC)C.[F:20][C:21]1[CH:22]=[C:23]([S:31](Cl)(=[O:33])=[O:32])[CH:24]=[C:25]([C:27]([F:30])([F:29])[F:28])[CH:26]=1, predict the reaction product. (5) Given the reactants Br[C:2]1[CH:7]=[CH:6][N:5]=[CH:4][C:3]=1[NH:8][C:9]1[N:13]2[N:14]=[C:15]([C:18]3[C:23]([F:24])=[CH:22][CH:21]=[CH:20][C:19]=3[F:25])[CH:16]=[CH:17][C:12]2=[CH:11][N:10]=1.ClC1C=CN=CC=1NC1N2N=C(C3C(F)=CC=CC=3F)C=CC2=CN=1.[NH2:51][C:52]1[CH:57]=[C:56](B(O)O)[CH:55]=[CH:54][N:53]=1.C([O-])([O-])=O.[Na+].[Na+], predict the reaction product. The product is: [F:25][C:19]1[CH:20]=[CH:21][CH:22]=[C:23]([F:24])[C:18]=1[C:15]1[CH:16]=[CH:17][C:12]2[N:13]([C:9]([NH:8][C:3]3[CH:4]=[N:5][CH:6]=[CH:7][C:2]=3[C:56]3[CH:55]=[CH:54][N:53]=[C:52]([NH2:51])[CH:57]=3)=[N:10][CH:11]=2)[N:14]=1. (6) Given the reactants C(O[C@@H:5]1[C@@H:9]([CH2:10][O:11][C:12](=[O:14])[CH3:13])[O:8][C@@H:7]([N:15]2[C:24]3[N:23]=[CH:22][N:21]=[C:19]([NH2:20])[C:18]=3[N:17]=[CH:16]2)[C@@H:6]1[OH:25])(=O)C.B(F)(F)F.[CH3:30][CH2:31][O:32]CC.P(Br)(Br)[Br:36], predict the reaction product. The product is: [C:31]([O:25][C@@H:6]1[C@@H:5]([Br:36])[C@@H:9]([CH2:10][O:11][C:12](=[O:14])[CH3:13])[O:8][C@H:7]1[N:15]1[CH:16]=[N:17][C:18]2[C:24]1=[N:23][CH:22]=[N:21][C:19]=2[NH2:20])(=[O:32])[CH3:30]. (7) Given the reactants [CH:1]([Mg]Br)=[C:2]=[CH2:3].[CH3:6][O:7][C:8]1[CH:20]=[CH:19][C:11]([O:12][CH2:13][C:14]([CH3:18])([CH3:17])[CH:15]=[O:16])=[CH:10][CH:9]=1.[NH4+].[Cl-], predict the reaction product. The product is: [CH3:6][O:7][C:8]1[CH:20]=[CH:19][C:11]([O:12][CH2:13][C:14]([CH3:17])([CH3:18])[CH:15]([OH:16])[CH2:3][C:2]#[CH:1])=[CH:10][CH:9]=1.